This data is from Forward reaction prediction with 1.9M reactions from USPTO patents (1976-2016). The task is: Predict the product of the given reaction. Given the reactants Br[CH2:2][C:3]1[CH:26]=[CH:25][C:6]([CH2:7][S:8][C:9]2[CH:14]=[CH:13][C:12]([C:15]3[CH:20]=[CH:19][CH:18]=[CH:17][CH:16]=3)=[C:11]([C:21]([F:24])([F:23])[F:22])[CH:10]=2)=[CH:5][CH:4]=1.[CH3:27][O:28][C:29]([CH:31]1[CH2:34][NH:33][CH2:32]1)=[O:30].CCN(C(C)C)C(C)C, predict the reaction product. The product is: [CH3:27][O:28][C:29]([CH:31]1[CH2:34][N:33]([CH2:2][C:3]2[CH:26]=[CH:25][C:6]([CH2:7][S:8][C:9]3[CH:14]=[CH:13][C:12]([C:15]4[CH:20]=[CH:19][CH:18]=[CH:17][CH:16]=4)=[C:11]([C:21]([F:24])([F:23])[F:22])[CH:10]=3)=[CH:5][CH:4]=2)[CH2:32]1)=[O:30].